Dataset: NCI-60 drug combinations with 297,098 pairs across 59 cell lines. Task: Regression. Given two drug SMILES strings and cell line genomic features, predict the synergy score measuring deviation from expected non-interaction effect. (1) Drug 1: CC1=C(C(=CC=C1)Cl)NC(=O)C2=CN=C(S2)NC3=CC(=NC(=N3)C)N4CCN(CC4)CCO. Drug 2: CC(C)CN1C=NC2=C1C3=CC=CC=C3N=C2N. Cell line: OVCAR3. Synergy scores: CSS=16.0, Synergy_ZIP=-2.45, Synergy_Bliss=3.02, Synergy_Loewe=-2.27, Synergy_HSA=-0.149. (2) Drug 1: CC1=CC2C(CCC3(C2CCC3(C(=O)C)OC(=O)C)C)C4(C1=CC(=O)CC4)C. Drug 2: CC1=C2C(C(=O)C3(C(CC4C(C3C(C(C2(C)C)(CC1OC(=O)C(C(C5=CC=CC=C5)NC(=O)OC(C)(C)C)O)O)OC(=O)C6=CC=CC=C6)(CO4)OC(=O)C)O)C)O. Cell line: UO-31. Synergy scores: CSS=8.68, Synergy_ZIP=-2.41, Synergy_Bliss=-0.238, Synergy_Loewe=-15.8, Synergy_HSA=0.720. (3) Drug 1: CC1=C(C=C(C=C1)NC2=NC=CC(=N2)N(C)C3=CC4=NN(C(=C4C=C3)C)C)S(=O)(=O)N.Cl. Drug 2: CNC(=O)C1=CC=CC=C1SC2=CC3=C(C=C2)C(=NN3)C=CC4=CC=CC=N4. Cell line: SR. Synergy scores: CSS=60.1, Synergy_ZIP=1.92, Synergy_Bliss=1.53, Synergy_Loewe=-1.72, Synergy_HSA=3.66. (4) Drug 1: CC1=C(C(CCC1)(C)C)C=CC(=CC=CC(=CC(=O)O)C)C. Drug 2: C1CC(C1)(C(=O)O)C(=O)O.[NH2-].[NH2-].[Pt+2]. Cell line: MALME-3M. Synergy scores: CSS=24.4, Synergy_ZIP=6.11, Synergy_Bliss=7.76, Synergy_Loewe=10.8, Synergy_HSA=11.4. (5) Drug 1: CC1=C2C(C(=O)C3(C(CC4C(C3C(C(C2(C)C)(CC1OC(=O)C(C(C5=CC=CC=C5)NC(=O)C6=CC=CC=C6)O)O)OC(=O)C7=CC=CC=C7)(CO4)OC(=O)C)O)C)OC(=O)C. Drug 2: CC1CCCC2(C(O2)CC(NC(=O)CC(C(C(=O)C(C1O)C)(C)C)O)C(=CC3=CSC(=N3)C)C)C. Cell line: MALME-3M. Synergy scores: CSS=53.7, Synergy_ZIP=-3.25, Synergy_Bliss=-3.28, Synergy_Loewe=4.64, Synergy_HSA=6.66.